This data is from Full USPTO retrosynthesis dataset with 1.9M reactions from patents (1976-2016). The task is: Predict the reactants needed to synthesize the given product. (1) Given the product [N:16]1[CH:17]=[CH:18][CH:19]=[CH:20][C:15]=1[N:13]1[C:21]([OH:23])=[C:11]2[C:10]([CH2:9][CH2:8][CH2:7][C:6]3[CH:1]=[CH:2][CH:3]=[CH:4][C:5]=32)=[N:14]1, predict the reactants needed to synthesize it. The reactants are: [CH:1]1[C:6]2[CH2:7][CH2:8][CH2:9][C:10](=O)[CH2:11][C:5]=2[CH:4]=[CH:3][CH:2]=1.[NH:13]([C:15]1[CH:20]=[CH:19][CH:18]=[CH:17][N:16]=1)[NH2:14].[C:21](O)(=[O:23])C. (2) Given the product [F:1][C:2]1[CH:32]=[CH:31][C:30]([F:33])=[CH:29][C:3]=1[O:4][CH2:5][CH2:6][CH2:7][O:8][C:9]1[CH:14]=[CH:13][C:12]([CH:15]2[CH2:20][CH2:19][N:18]([C:21]([O:23][C:24]([CH3:27])([CH3:25])[CH3:26])=[O:22])[CH2:17][CH:16]2[O:28][CH2:35][C:36]2[CH:37]=[CH:38][C:39]3[O:44][CH2:43][C:42](=[O:45])[N:41]([CH2:46][CH2:47][CH2:48][O:49][CH3:50])[C:40]=3[CH:51]=2)=[CH:11][CH:10]=1, predict the reactants needed to synthesize it. The reactants are: [F:1][C:2]1[CH:32]=[CH:31][C:30]([F:33])=[CH:29][C:3]=1[O:4][CH2:5][CH2:6][CH2:7][O:8][C:9]1[CH:14]=[CH:13][C:12]([CH:15]2[CH2:20][CH2:19][N:18]([C:21]([O:23][C:24]([CH3:27])([CH3:26])[CH3:25])=[O:22])[CH2:17][CH:16]2[OH:28])=[CH:11][CH:10]=1.Cl[CH2:35][C:36]1[CH:37]=[CH:38][C:39]2[O:44][CH2:43][C:42](=[O:45])[N:41]([CH2:46][CH2:47][CH2:48][O:49][CH3:50])[C:40]=2[CH:51]=1. (3) The reactants are: [S:1]1[CH2:5][CH2:4][N:3]=[C:2]1[C:6]1[NH:7][C:8]2[C:13]([CH:14]=1)=[CH:12][CH:11]=[CH:10][C:9]=2[NH2:15].[CH3:16][C:17]1[O:21][C:20]([C:22]([F:25])([F:24])[F:23])=[C:19]([S:26](Cl)(=[O:28])=[O:27])[CH:18]=1. Given the product [S:1]1[CH2:5][CH2:4][N:3]=[C:2]1[C:6]1[NH:7][C:8]2[C:13]([CH:14]=1)=[CH:12][CH:11]=[CH:10][C:9]=2[NH:15][S:26]([C:19]1[CH:18]=[C:17]([CH3:16])[O:21][C:20]=1[C:22]([F:25])([F:23])[F:24])(=[O:28])=[O:27], predict the reactants needed to synthesize it. (4) Given the product [Cl:30][C:31]1[CH:36]=[C:35]([F:37])[CH:34]=[CH:33][C:32]=1[CH2:38][S:39]([NH:42][C:27]([CH:24]1[CH2:25][CH2:26][N:21]([C:4]2[C:3]([C:1]#[N:2])=[CH:8][C:7]([C:9]([O:11][CH2:12][CH3:13])=[O:10])=[C:6]([S:14][CH2:15][C:16]([O:18][CH2:19][CH3:20])=[O:17])[N:5]=2)[CH2:22][CH2:23]1)=[O:28])(=[O:40])=[O:41], predict the reactants needed to synthesize it. The reactants are: [C:1]([C:3]1[C:4]([N:21]2[CH2:26][CH2:25][CH:24]([C:27](O)=[O:28])[CH2:23][CH2:22]2)=[N:5][C:6]([S:14][CH2:15][C:16]([O:18][CH2:19][CH3:20])=[O:17])=[C:7]([C:9]([O:11][CH2:12][CH3:13])=[O:10])[CH:8]=1)#[N:2].[Cl:30][C:31]1[CH:36]=[C:35]([F:37])[CH:34]=[CH:33][C:32]=1[CH2:38][S:39]([NH2:42])(=[O:41])=[O:40]. (5) Given the product [Cl:17][C:18]1[CH:34]=[CH:33][C:21]2[CH2:22][CH2:23][N:24]([C:27](=[O:32])[C:28]([F:29])([F:31])[F:30])[CH2:25][CH2:26][C:20]=2[C:19]=1[NH:14][CH2:13][C:12]1[CH:15]=[CH:16][C:9]([C:7]2[N:8]=[C:4]([NH:3][CH3:2])[O:5][CH:6]=2)=[CH:10][CH:11]=1, predict the reactants needed to synthesize it. The reactants are: Cl.[CH3:2][NH:3][C:4]1[O:5][CH:6]=[C:7]([C:9]2[CH:16]=[CH:15][C:12]([CH2:13][NH2:14])=[CH:11][CH:10]=2)[N:8]=1.[Cl:17][C:18]1[CH:34]=[CH:33][C:21]2[CH2:22][CH2:23][N:24]([C:27](=[O:32])[C:28]([F:31])([F:30])[F:29])[CH2:25][CH2:26][C:20]=2[C:19]=1OS(C(F)(F)F)(=O)=O.C1C=CC(P(C2C(C3C(P(C4C=CC=CC=4)C4C=CC=CC=4)=CC=C4C=3C=CC=C4)=C3C(C=CC=C3)=CC=2)C2C=CC=CC=2)=CC=1.C(=O)([O-])[O-].[Cs+].[Cs+]. (6) Given the product [Cl:34][C:33]1[C:28]([NH:27][C:24]2[CH:25]=[CH:26][C:21]([N:18]3[CH2:19][CH2:20][CH:15]([C:13]([OH:14])=[O:12])[CH2:16][CH2:17]3)=[CH:22][C:23]=2[N:50]2[CH:54]=[CH:53][CH:52]=[N:51]2)=[N:29][C:30]([NH:35][C:36]2[CH:37]=[CH:38][C:39]3[NH:45][C:44](=[O:46])[CH2:43][CH2:42][C:41]([CH3:47])([CH3:48])[C:40]=3[CH:49]=2)=[N:31][CH:32]=1, predict the reactants needed to synthesize it. The reactants are: [OH-].[Li+].FC(F)(F)C(O)=O.C([O:12][C:13]([CH:15]1[CH2:20][CH2:19][N:18]([C:21]2[CH:26]=[CH:25][C:24]([NH:27][C:28]3[C:33]([Cl:34])=[CH:32][N:31]=[C:30]([NH:35][C:36]4[CH:37]=[CH:38][C:39]5[NH:45][C:44](=[O:46])[CH2:43][CH2:42][C:41]([CH3:48])([CH3:47])[C:40]=5[CH:49]=4)[N:29]=3)=[C:23]([N:50]3[CH:54]=[CH:53][CH:52]=[N:51]3)[CH:22]=2)[CH2:17][CH2:16]1)=[O:14])C.CO.Cl. (7) Given the product [NH4+:9].[OH-:23].[F:1][C:2]1[CH:7]=[CH:6][CH:5]=[C:4]([F:8])[C:3]=1[N:9]1[C:14]2[N:15]=[C:16]([NH:41][CH:42]3[CH2:47][CH2:46][N:45]([CH3:48])[CH2:44][CH2:43]3)[N:17]=[C:18]([C:19]3[CH:20]=[C:21]([CH:32]=[CH:33][C:34]=3[CH3:35])[C:22]([NH:24][CH2:25][C:26]3[CH:31]=[CH:30][CH:29]=[CH:28][CH:27]=3)=[O:23])[C:13]=2[CH2:12][NH:11][C:10]1=[O:40], predict the reactants needed to synthesize it. The reactants are: [F:1][C:2]1[CH:7]=[CH:6][CH:5]=[C:4]([F:8])[C:3]=1[N:9]1[C:14]2[N:15]=[C:16](S(C)(=O)=O)[N:17]=[C:18]([C:19]3[CH:20]=[C:21]([CH:32]=[CH:33][C:34]=3[CH3:35])[C:22]([NH:24][CH2:25][C:26]3[CH:31]=[CH:30][CH:29]=[CH:28][CH:27]=3)=[O:23])[C:13]=2[CH2:12][NH:11][C:10]1=[O:40].[NH2:41][CH:42]1[CH2:47][CH2:46][N:45]([CH3:48])[CH2:44][CH2:43]1. (8) Given the product [CH3:26][O:25][C:20]1[CH:21]=[CH:22][CH:23]=[CH:24][C:19]=1[O:18][CH2:17][CH2:16][CH2:15][O:14][C:11]1[CH:12]=[CH:13][C:8]([CH:7]2[CH2:6][CH2:5][N:4]([C:27]([O:29][C:30]([CH3:33])([CH3:32])[CH3:31])=[O:28])[CH2:3][CH:2]2[O:1][CH2:35][C:36]2[CH:37]=[CH:38][C:39]3[O:44][CH2:43][C:42](=[O:45])[N:41]([CH2:46][CH2:47][CH2:48][O:49][CH3:50])[C:40]=3[CH:51]=2)=[CH:9][CH:10]=1, predict the reactants needed to synthesize it. The reactants are: [OH:1][CH:2]1[CH:7]([C:8]2[CH:13]=[CH:12][C:11]([O:14][CH2:15][CH2:16][CH2:17][O:18][C:19]3[CH:24]=[CH:23][CH:22]=[CH:21][C:20]=3[O:25][CH3:26])=[CH:10][CH:9]=2)[CH2:6][CH2:5][N:4]([C:27]([O:29][C:30]([CH3:33])([CH3:32])[CH3:31])=[O:28])[CH2:3]1.Cl[CH2:35][C:36]1[CH:37]=[CH:38][C:39]2[O:44][CH2:43][C:42](=[O:45])[N:41]([CH2:46][CH2:47][CH2:48][O:49][CH3:50])[C:40]=2[CH:51]=1.